From a dataset of Peptide-MHC class I binding affinity with 185,985 pairs from IEDB/IMGT. Regression. Given a peptide amino acid sequence and an MHC pseudo amino acid sequence, predict their binding affinity value. This is MHC class I binding data. (1) The peptide sequence is EVADRVIFM. The MHC is HLA-A31:01 with pseudo-sequence HLA-A31:01. The binding affinity (normalized) is 0.0847. (2) The peptide sequence is HPVGEADYF. The MHC is HLA-A02:06 with pseudo-sequence HLA-A02:06. The binding affinity (normalized) is 0. (3) The peptide sequence is LMTAISQGI. The MHC is HLA-A02:06 with pseudo-sequence HLA-A02:06. The binding affinity (normalized) is 0.811.